This data is from Peptide-MHC class I binding affinity with 185,985 pairs from IEDB/IMGT. The task is: Regression. Given a peptide amino acid sequence and an MHC pseudo amino acid sequence, predict their binding affinity value. This is MHC class I binding data. (1) The peptide sequence is SIRDGVRAY. The MHC is HLA-B57:01 with pseudo-sequence HLA-B57:01. The binding affinity (normalized) is 0.00854. (2) The peptide sequence is KSLVQYIKF. The MHC is HLA-B57:01 with pseudo-sequence HLA-B57:01. The binding affinity (normalized) is 0.424. (3) The peptide sequence is ETINEEAAEW. The MHC is HLA-B27:05 with pseudo-sequence HLA-B27:05. The binding affinity (normalized) is 0. (4) The peptide sequence is GMLSSLHTL. The MHC is HLA-A11:01 with pseudo-sequence HLA-A11:01. The binding affinity (normalized) is 0.0847. (5) The peptide sequence is MHNQNALVC. The MHC is HLA-A02:01 with pseudo-sequence HLA-A02:01. The binding affinity (normalized) is 0. (6) The peptide sequence is RRWIAPHPL. The MHC is HLA-B08:01 with pseudo-sequence HLA-B08:01. The binding affinity (normalized) is 0.0847.